Dataset: Forward reaction prediction with 1.9M reactions from USPTO patents (1976-2016). Task: Predict the product of the given reaction. Given the reactants [C:1]([N:18]1[CH2:23][CH:22]([CH2:24][OH:25])[NH:21][C:20](=[O:26])[C:19]1([CH2:31][CH2:32][CH2:33][CH3:34])[CH2:27][CH2:28][CH2:29][CH3:30])([O:3][CH2:4][CH:5]1[C:17]2[C:12](=[CH:13][CH:14]=[CH:15][CH:16]=2)[C:11]2[C:6]1=[CH:7][CH:8]=[CH:9][CH:10]=2)=[O:2].P([O-])([O-])([O-])=[O:36].CC1(C)N([O])C(C)(C)CCC1.Cl([O-])=O.[Na+].Cl[O-].[Na+].S([O-])(O)=O.[Na+], predict the reaction product. The product is: [C:1]([N:18]1[C:19]([CH2:31][CH2:32][CH2:33][CH3:34])([CH2:27][CH2:28][CH2:29][CH3:30])[C:20](=[O:26])[NH:21][CH:22]([C:24]([OH:36])=[O:25])[CH2:23]1)([O:3][CH2:4][CH:5]1[C:17]2[C:12](=[CH:13][CH:14]=[CH:15][CH:16]=2)[C:11]2[C:6]1=[CH:7][CH:8]=[CH:9][CH:10]=2)=[O:2].